From a dataset of Full USPTO retrosynthesis dataset with 1.9M reactions from patents (1976-2016). Predict the reactants needed to synthesize the given product. (1) Given the product [F:46][C:16]1[CH:15]=[C:14]([N:10]2[CH2:9][CH:8]([CH2:7][OH:6])[O:12][C:11]2=[O:13])[CH:19]=[CH:18][C:17]=1[C:20]1[CH:25]=[N:24][C:23]([N:26]2[CH2:32][CH2:31][CH2:30][N:29]([CH2:33][C:34]3([CH3:45])[O:38][C:37]4=[N:39][C:40]([N+:42]([O-:44])=[O:43])=[CH:41][N:36]4[CH2:35]3)[CH2:28][CH2:27]2)=[N:22][CH:21]=1, predict the reactants needed to synthesize it. The reactants are: C([SiH2][O:6][C:7](C)(C)[CH:8]1[O:12][C:11](=[O:13])[N:10]([C:14]2[CH:19]=[CH:18][C:17]([C:20]3[CH:21]=[N:22][C:23]([N:26]4[CH2:32][CH2:31][CH2:30][N:29]([CH2:33][C:34]5([CH3:45])[O:38][C:37]6=[N:39][C:40]([N+:42]([O-:44])=[O:43])=[CH:41][N:36]6[CH2:35]5)[CH2:28][CH2:27]4)=[N:24][CH:25]=3)=[C:16]([F:46])[CH:15]=2)[CH2:9]1)(C)(C)C.CCCC[N+](CCCC)(CCCC)CCCC.[F-]. (2) Given the product [Cl:1][C:2]1[CH:3]=[C:4]([C:9]2([C:25]([F:26])([F:28])[F:27])[O:13][N:12]=[C:11]([C:14]3[CH:19]=[CH:18][C:17]([CH2:20][NH:21][C:29](=[O:31])[CH3:30])=[C:16]([N+:22]([O-:24])=[O:23])[CH:15]=3)[CH2:10]2)[CH:5]=[C:6]([Cl:8])[CH:7]=1, predict the reactants needed to synthesize it. The reactants are: [Cl:1][C:2]1[CH:3]=[C:4]([C:9]2([C:25]([F:28])([F:27])[F:26])[O:13][N:12]=[C:11]([C:14]3[CH:19]=[CH:18][C:17]([CH2:20][NH2:21])=[C:16]([N+:22]([O-:24])=[O:23])[CH:15]=3)[CH2:10]2)[CH:5]=[C:6]([Cl:8])[CH:7]=1.[C:29](OC(=O)C)(=[O:31])[CH3:30].C(N(CC)CC)C. (3) Given the product [C:1]([O:5][C:6]([NH:8][C:9]1[CH:14]=[CH:13][CH:12]=[CH:11][C:10]=1[NH:15][C:16](=[O:34])[C:17]1[CH:22]=[CH:21][C:20]([C:23]2[C:24]3[S:33][CH:32]=[CH:31][C:25]=3[N:26]=[C:27]([S:46]([CH3:36])(=[O:49])=[O:47])[N:28]=2)=[CH:19][CH:18]=1)=[O:7])([CH3:2])([CH3:3])[CH3:4], predict the reactants needed to synthesize it. The reactants are: [C:1]([O:5][C:6]([NH:8][C:9]1[CH:14]=[CH:13][CH:12]=[CH:11][C:10]=1[NH:15][C:16](=[O:34])[C:17]1[CH:22]=[CH:21][C:20]([C:23]2[C:24]3[S:33][CH:32]=[CH:31][C:25]=3[N:26]=[C:27](SC)[N:28]=2)=[CH:19][CH:18]=1)=[O:7])([CH3:4])([CH3:3])[CH3:2].Cl[C:36]1C=CC=C(C(OO)=O)C=1.[S:46](S([O-])=O)([O-:49])(=O)=[O:47].[Na+].[Na+].C(OCC)(=O)C. (4) Given the product [CH2:27]([O:34][C:35]1[CH:40]=[N:39][N:38]([CH2:43][C:44]([C:46]2[S:54][C:53]3[CH2:52][CH2:51][N:50]([CH2:55][C:56]4[CH:61]=[CH:60][CH:59]=[CH:58][C:57]=4[Cl:62])[CH2:49][C:48]=3[CH:47]=2)=[O:45])[C:37](=[O:41])[CH:36]=1)[C:28]1[CH:33]=[CH:32][CH:31]=[CH:30][CH:29]=1, predict the reactants needed to synthesize it. The reactants are: C(OC1C=CN(CC(C2C=CC(CO)=CC=2)=O)C(=O)C=1)C1C=CC=CC=1.[CH2:27]([O:34][C:35]1[CH:40]=[N:39][NH:38][C:37](=[O:41])[CH:36]=1)[C:28]1[CH:33]=[CH:32][CH:31]=[CH:30][CH:29]=1.Cl[CH2:43][C:44]([C:46]1[S:54][CH:53]2[CH:48]([CH2:49][N:50]([CH2:55][C:56]3[CH:61]=[CH:60][CH:59]=[CH:58][C:57]=3[Cl:62])[CH2:51][CH2:52]2)[CH:47]=1)=[O:45]. (5) Given the product [C:25]([Si:22]([CH3:23])([CH3:24])[O:21][CH2:20][C:19]([N:12]1[C:13]2[N:14]=[CH:15][N:16]=[CH:17][C:18]=2[C:10]([C:8]([C:4]2[CH:3]=[C:2]([NH:1][C:40](=[O:41])[CH2:39][N:37]3[CH:38]=[C:34]([CH:31]4[CH2:32][CH2:33]4)[CH:35]=[N:36]3)[CH:7]=[N:6][CH:5]=2)=[O:9])=[CH:11]1)([CH3:30])[CH3:29])([CH3:28])([CH3:27])[CH3:26], predict the reactants needed to synthesize it. The reactants are: [NH2:1][C:2]1[CH:3]=[C:4]([C:8]([C:10]2[C:18]3[CH:17]=[N:16][CH:15]=[N:14][C:13]=3[N:12]([C:19]([CH3:30])([CH3:29])[CH2:20][O:21][Si:22]([C:25]([CH3:28])([CH3:27])[CH3:26])([CH3:24])[CH3:23])[CH:11]=2)=[O:9])[CH:5]=[N:6][CH:7]=1.[CH:31]1([C:34]2[CH:35]=[N:36][N:37]([CH2:39][C:40](O)=[O:41])[CH:38]=2)[CH2:33][CH2:32]1. (6) Given the product [CH2:23]([O:22][C:20]([C:14]1[CH:13]=[N:12][N:11]([C:4]2[CH:3]=[C:2]([F:1])[C:7]([O:8][CH3:9])=[C:6]([B:25]([OH:30])[OH:26])[CH:5]=2)[C:15]=1[C:16]([F:19])([F:18])[F:17])=[O:21])[CH3:24], predict the reactants needed to synthesize it. The reactants are: [F:1][C:2]1[CH:3]=[C:4]([N:11]2[C:15]([C:16]([F:19])([F:18])[F:17])=[C:14]([C:20]([O:22][CH2:23][CH3:24])=[O:21])[CH:13]=[N:12]2)[CH:5]=[C:6](I)[C:7]=1[O:8][CH3:9].[B:25]1(B2OC(C)(C)CC(C)O2)[O:30]C(C)(C)CC(C)[O:26]1.C1(P(C2CCCCC2)C2CCCCC2)CCCCC1.C([O-])(=O)C.[K+].